Dataset: Forward reaction prediction with 1.9M reactions from USPTO patents (1976-2016). Task: Predict the product of the given reaction. (1) Given the reactants [F:1][C:2]1[CH:9]=[CH:8][C:5]([CH:6]=O)=[CH:4][CH:3]=1.C([O-])(=O)C.[Na+].C([BH3-])#N.[Na+].Cl.[CH2:20]([O:22][C:23](=[O:31])[CH2:24][CH:25]([NH2:30])[CH2:26][CH:27]([CH3:29])[CH3:28])[CH3:21], predict the reaction product. The product is: [CH2:20]([O:22][C:23](=[O:31])[CH2:24][CH:25]([NH:30][CH2:6][C:5]1[CH:8]=[CH:9][C:2]([F:1])=[CH:3][CH:4]=1)[CH2:26][CH:27]([CH3:28])[CH3:29])[CH3:21]. (2) Given the reactants [CH3:1]C(C)([O-])C.[K+].[CH:7]1([C:10]([C@H:12]2[CH2:16][O:15][C:14]([CH3:18])([CH3:17])[N:13]2[C:19]([O:21][C:22]([CH3:25])([CH3:24])[CH3:23])=[O:20])=O)[CH2:9][CH2:8]1, predict the reaction product. The product is: [CH:7]1([C:10]([C@H:12]2[CH2:16][O:15][C:14]([CH3:18])([CH3:17])[N:13]2[C:19]([O:21][C:22]([CH3:25])([CH3:24])[CH3:23])=[O:20])=[CH2:1])[CH2:9][CH2:8]1. (3) Given the reactants Cl[C:2]1[C:21]([C:22]2[CH:23]=[N:24][CH:25]=[N:26][CH:27]=2)=[CH:20][C:5]([C:6]([NH:8][C:9]2[CH:14]=[CH:13][C:12]([O:15][C:16]([Cl:19])([F:18])[F:17])=[CH:11][CH:10]=2)=[O:7])=[CH:4][N:3]=1.[OH:28][CH2:29][C@@H:30]1[CH2:34][NH:33][CH2:32][C@H:31]1[OH:35].Cl.CCN(C(C)C)C(C)C, predict the reaction product. The product is: [Cl:19][C:16]([F:18])([F:17])[O:15][C:12]1[CH:13]=[CH:14][C:9]([NH:8][C:6](=[O:7])[C:5]2[CH:20]=[C:21]([C:22]3[CH:23]=[N:24][CH:25]=[N:26][CH:27]=3)[C:2]([N:33]3[CH2:34][C@@H:30]([CH2:29][OH:28])[C@H:31]([OH:35])[CH2:32]3)=[N:3][CH:4]=2)=[CH:10][CH:11]=1. (4) Given the reactants Br[CH2:2][C:3]([O:5][CH3:6])=[O:4].[C:7]([C:9]1[CH:34]=[CH:33][C:12]([C:13]([NH:15][C:16]2[CH:17]=[CH:18][C:19]([CH3:32])=[C:20]([NH:22][C:23](=[O:31])[C:24]3[CH:29]=[CH:28][C:27]([OH:30])=[CH:26][CH:25]=3)[CH:21]=2)=[O:14])=[CH:11][CH:10]=1)#[N:8].C(=O)([O-])[O-].[K+].[K+].O, predict the reaction product. The product is: [C:7]([C:9]1[CH:10]=[CH:11][C:12]([C:13]([NH:15][C:16]2[CH:17]=[CH:18][C:19]([CH3:32])=[C:20]([NH:22][C:23](=[O:31])[C:24]3[CH:29]=[CH:28][C:27]([O:30][CH2:2][C:3]([O:5][CH3:6])=[O:4])=[CH:26][CH:25]=3)[CH:21]=2)=[O:14])=[CH:33][CH:34]=1)#[N:8]. (5) The product is: [F:9][C:4]1[CH:3]=[C:2]([C:12]2([OH:15])[CH2:13][CH2:14][O:10][CH2:11]2)[CH:7]=[C:6]([F:8])[CH:5]=1. Given the reactants Br[C:2]1[CH:7]=[C:6]([F:8])[CH:5]=[C:4]([F:9])[CH:3]=1.[O:10]1[CH2:14][CH2:13][C:12](=[O:15])[CH2:11]1, predict the reaction product. (6) Given the reactants Br[C:2]1[CH:3]=[C:4]([C:8]2([C:18]3[CH:23]=[CH:22][C:21]([O:24][CH:25]([F:27])[F:26])=[C:20]([CH2:28][CH2:29][F:30])[CH:19]=3)[C:16]3[C:11](=[N:12][CH:13]=[CH:14][CH:15]=3)[C:10]([NH2:17])=[N:9]2)[CH:5]=[CH:6][CH:7]=1.[N:31]1[CH:36]=[C:35](B(O)O)[CH:34]=[N:33][CH:32]=1.C(=O)([O-])[O-].[K+].[K+].O, predict the reaction product. The product is: [F:27][CH:25]([F:26])[O:24][C:21]1[CH:22]=[CH:23][C:18]([C:8]2([C:4]3[CH:5]=[CH:6][CH:7]=[C:2]([C:35]4[CH:36]=[N:31][CH:32]=[N:33][CH:34]=4)[CH:3]=3)[C:16]3[C:11](=[N:12][CH:13]=[CH:14][CH:15]=3)[C:10]([NH2:17])=[N:9]2)=[CH:19][C:20]=1[CH2:28][CH2:29][F:30].